Dataset: Full USPTO retrosynthesis dataset with 1.9M reactions from patents (1976-2016). Task: Predict the reactants needed to synthesize the given product. Given the product [F:37][C:2]1([F:1])[O:6][C:5]2[CH:7]=[CH:8][C:9]([C:11]3([C:14]([NH:16][C@@H:17]4[C:26]5[C:21](=[CH:22][CH:23]=[CH:24][CH:25]=5)[O:20][CH:19]([C:27]5[S:28][C:29]([C:32]([OH:34])=[O:33])=[CH:30][N:31]=5)[CH2:18]4)=[O:15])[CH2:13][CH2:12]3)=[CH:10][C:4]=2[O:3]1, predict the reactants needed to synthesize it. The reactants are: [F:1][C:2]1([F:37])[O:6][C:5]2[CH:7]=[CH:8][C:9]([C:11]3([C:14]([NH:16][C@@H:17]4[C:26]5[C:21](=[CH:22][CH:23]=[CH:24][CH:25]=5)[O:20][C@H:19]([C:27]5[S:28][C:29]([C:32]([O:34]CC)=[O:33])=[CH:30][N:31]=5)[CH2:18]4)=[O:15])[CH2:13][CH2:12]3)=[CH:10][C:4]=2[O:3]1.[OH-].[Na+].Cl.